Dataset: Human liver microsome stability data. Task: Regression/Classification. Given a drug SMILES string, predict its absorption, distribution, metabolism, or excretion properties. Task type varies by dataset: regression for continuous measurements (e.g., permeability, clearance, half-life) or binary classification for categorical outcomes (e.g., BBB penetration, CYP inhibition). Dataset: hlm. The molecule is NC(=O)c1nn(-c2ccc(F)cc2)c2c1CCc1ccc(NC(=O)c3cc(N4CCN(Cc5cnn(CC(=O)O)c5)CC4)ncc3Cl)cc1-2. The result is 0 (unstable in human liver microsomes).